Dataset: Catalyst prediction with 721,799 reactions and 888 catalyst types from USPTO. Task: Predict which catalyst facilitates the given reaction. (1) Product: [OH:2][C:3]1[CH:4]=[C:5]([C:9]2[C:10]([CH3:16])([CH3:15])[C:11](=[O:14])[NH:12][N:13]=2)[CH:6]=[CH:7][CH:8]=1. The catalyst class is: 4. Reactant: C[O:2][C:3]1[CH:4]=[C:5]([C:9]2[C:10]([CH3:16])([CH3:15])[C:11](=[O:14])[NH:12][N:13]=2)[CH:6]=[CH:7][CH:8]=1.[Cl-].[Al+3].[Cl-].[Cl-].O. (2) Reactant: [Cl:1][CH2:2][C:3]([C:5]1[CH:10]=[C:9]([Cl:11])[C:8]([OH:12])=[CH:7][C:6]=1[F:13])=O.C([SiH](CC)CC)C. Product: [Cl:11][C:9]1[CH:10]=[C:5]([CH2:3][CH2:2][Cl:1])[C:6]([F:13])=[CH:7][C:8]=1[OH:12]. The catalyst class is: 55.